The task is: Predict the product of the given reaction.. This data is from Forward reaction prediction with 1.9M reactions from USPTO patents (1976-2016). Given the reactants [CH3:1][C:2]1[O:3][C:4]2[C:9]([C:10](=[O:12])[CH:11]=1)=[CH:8][CH:7]=[CH:6][C:5]=2[CH:13]=O.[C:15]([O:21][CH2:22][CH3:23])(=[O:20])[CH2:16][C:17]([CH3:19])=[O:18], predict the reaction product. The product is: [CH3:1][C:2]1[O:3][C:4]2[C:9]([C:10](=[O:12])[CH:11]=1)=[CH:8][CH:7]=[CH:6][C:5]=2[CH:13]=[C:16]([C:17](=[O:18])[CH3:19])[C:15]([O:21][CH2:22][CH3:23])=[O:20].